Dataset: Human Reference Interactome with 51,813 positive PPI pairs across 8,248 proteins, plus equal number of experimentally-validated negative pairs. Task: Binary Classification. Given two protein amino acid sequences, predict whether they physically interact or not. (1) Protein 1 (ENSG00000161010) has sequence MASLQRSRVLRCCSCRLFQAHQVKKSVKWTCKACGEKQSFLQAYGEGSGADCRRHVQKLNLLQGQVSELPLRSLEETVSASEEENVGHQQAGNVKQQEKSQPSESRWLKYLEKDSQELELEGTGVCFSKQPSSKMEEPGPRFSQDLPRKRKWSRSTVQPPCSRGVQDSGGSEVAWGPQKGQAGLTWKVKQGSSPCLQENSADCSAGELRGPGKELWSPIQQVTATSSKWAQFVLPPRKSSHVDSEQPRSLQRDPRPAGPAQAKQGTPRAQASREGLSRPTAAVQLPRATHPVTSGSERPC.... Protein 2 (ENSG00000167543) has sequence MAPPPPSPQLLLLAALARLLGPSEVMAGPAEEAGAHCPESLWPLPPQVSPRVTYTRVSPGQAEDVTFLYHPCAHPWLKLQLALLAYACMANPSLTPDFSLTQDRPLVLTAWGLALEMAWVEPAWAAHWLMRRRRRKQRKKKAWIYCESLSGPAPSEPTPGRGRLCRRGCVQALALAFALRSWRPPGTEVTSQGPRQPSSSGAKRRRLRAALGPQPTRSALRFPSASPGSLKAKQSMAGIPGRESNAPSVPTVSLLPGAPGGNASSRTEAQVPNGQGSPGGCVCSSQASPAPRAAAPPRAA.... Result: 0 (the proteins do not interact). (2) Protein 1 (ENSG00000130772) has sequence MEAPPVTMMPVTGGTINMMEYLLQGSVLDHSLESLIHRLRGLCDNMEPETFLDHEMVFLLKGQQASPFVLRARRSMDRAGAPWHLRYLGQPEMGDKNRHALVRNCVDIATSENLTDFLMEMGFRMDHEFVAKGHLFRKGIMKIMVYKIFRILVPGNTDSTEALSLSYLVELSVVAPAGQDMVSDDMKNFAEQLKPLVHLEKIDPKRLM*. Protein 2 (ENSG00000161677) has sequence MSQAPGAQPSPPTVYHERQRLELCAVHALNNVLQQQLFSQEAADEICKRLAPDSRLNPHRSLLGTGNYDVNVIMAALQGLGLAAVWWDRRRPLSQLALPQVLGLILNLPSPVSLGLLSLPLRRRHWVALRQVDGVYYNLDSKLRAPEALGDEDGVRAFLAAALAQGLCEVLLVVTKEVEEKGSWLRTD*MSQAPGAQPSPPTVYHERQRLELCAVHALNNVLQQQLFSQEAADEICKRPLSQLALPQVLGLILNLPSPVSLGLLSLPLRRRHWVALRQVDGVYYNLDSKLRAPEALGDED.... Result: 0 (the proteins do not interact). (3) Protein 1 (ENSG00000125266) has sequence MAVRRDSVWKYCWGVLMVLCRTAISKSIVLEPIYWNSSNSKFLPGQGLVLYPQIGDKLDIICPKVDSKTVGQYEYYKVYMVDKDQADRCTIKKENTPLLNCAKPDQDIKFTIKFQEFSPNLWGLEFQKNKDYYIISTSNGSLEGLDNQEGGVCQTRAMKILMKVGQDASSAGSTRNKDPTRRPELEAGTNGRSSTTSPFVKPNPGSSTDGNSAGHSGNNILGSEVALFAGIASGCIIFIVIIITLVVLLLKYRRRHRKHSPQHTTTLSLSTLATPKRSGNNNGSEPSDIIIPLRTADSVF.... Protein 2 (ENSG00000145495) has sequence MDTAEEDICRVCRSEGTPEKPLYHPCVCTGSIKFIHQECLVQWLKHSRKEYCELCKHRFAFTPIYSPDMPSRLPIQDIFAGLVTSIGTAIRYWFHYTLVAFAWLGVVPLTACRIYKCLFTGSVSSLLTLPLDMLSTENLLADCLQGCFVVTCTLCAFISLVWLREQIVHGGAPIWLEHAAPPFNAAGHHQNEAPAGGNGAENVAADQPANPPAENAVVGENPDAQDDQAEEEEEDNEEEDDAGVEDAADANNGAQDDMNWNALEWDRAAEELTWERMLGLDGSLVFLEHVFWVVSLNTLF.... Result: 0 (the proteins do not interact). (4) Protein 1 (ENSG00000131507) has sequence MALALAALAAVEPACGSRYQQLQNEEESGEPEQAAGDAPPPYSSISAESAAYFDYKDESGFPKPPSYNVATTLPSYDEAERTKAEATIPLVPGRDEDFVGRDDFDDADQLRIGNDGIFMLTFFMAFLFNWIGFFLSFCLTTSAAGRYGAISGFGLSLIKWILIVRFSTYFPGYFDGQYWLWWVFLVLGFLLFLRGFINYAKVRKMPETFSNLPRTRVLFIY*. Protein 2 (ENSG00000173660) has sequence MGLEDEQKMLTESGDPEEEEEEEEELVDPLTTVREQCEQLEKCVKARERLELCDERVSSRSHTEEDCTEELFDFLHARDHCVAHKLFNNLK*MGLEDEQKMLTESGDPEEEEEEEEELVIGLRLSVHTGNLGRQECETFPYYLASELNGRPHSAISGGSVALPAGLLHGSPNNSERAMRAVGEMCKGPGAARAL*MGLEDEQKMLTESGDPEEEEEEEEELVVRTVSGSPNNSERAMRAVGEMCKGPGAARAL*. Result: 1 (the proteins interact). (5) Protein 1 (ENSG00000002933) has sequence MGTADSDEMAPEAPQHTHIDVHIHQESALAKLLLTCCSALRPRATQARGSSRLLVASWVMQIVLGILSAVLGGFFYIRDYTLLVTSGAAIWTGAVAVLAGAAAFIYEKRGGTYWALLRTLLTLAAFSTAIAALKLWNEDFRYGYSYYNSACRISSSSDWNTPAPTQSPEEVRRLHLCTSFMDMLKALFRTLQAMLLGVWILLLLASLTPLWLYCWRMFPTKGKRDQKEMLEVSGI*MQIVLGILSAVLGGFFYIRDYTLLVTSGAAIWTGAVAVLAGAAAFIYEKRGGTYWALLRTLLTL.... Protein 2 (ENSG00000140577) has sequence MAASPGSGSANPRKFSEKIALHTQRQAEETRAFEQLMTDLTLSRVQFQKLQQLRLTQYHGGSLPNVSQLRSSASEFQPSFHQADNVRGTRHHGLVERPSRNRFHPLHRRSGDKPGRQFDGSAFGANYSSQPLDESWPRQQPPWKDEKHPGFRLTSALNRTNSDSALHTSALSTKPQDPYGGGGQSAWPAPYMGFCDGENNGHGEVASFPGPLKEENLLNVPKPLPKQLWETKEIQSLSGRPRSCDVGGGNAFPHNGQNLGLSPFLGTLNTGGSLPDLTNLHYSTPLPASLDTTDHHFGSM.... Result: 0 (the proteins do not interact). (6) Protein 1 (ENSG00000167371) has sequence MAASSSEISEMKGVEESPKVPGEGPGHSEAETGPPQVLAGVPDQPEAPQPGPNTTAAPVDSGPKAGLAPETTETPAGASETAQATDLSLSPGGESKANCSPEDPCQETVSKPEVSKEATADQGSRLESAAPPEPAPEPAPQPDPRPDSQPTPKPALQPELPTQEDPTPEILSESVGEKQENGAVVPLQAGDGEEGPAPEPHSPPSKKSPPANGAPPRVLQQLVEEDRMRRAHSGHPGSPRGSLSRHPSSQLAGPGVEGGEGTQKPRDYIILAILSCFCPMWPVNIVAFAYAVMVSPMGP*.... Protein 2 (ENSG00000205409) has sequence MPIANDTQFHTSSFLLLGIPGLEDVHIWIGFPFFSVYLIALLGNAAIFFVIQTEQSLHEPMYYCLAMLDSIDLSLSTATIPKMLGIFWFNIKEISFGGYLSQMFFIHFFTVMESIVLVAMAFDRYIAICKPLWYTMILTSKIISLIAGIAVLRSLYMVIPLVFLLLRLPFCGHRIIPHTYCEHMGIARLACASIKVNIMFGLGSISLLLLDVLLIILSHIRILYAVFCLPSWEARLKALNTCGSHIGVILAFSTPAFFSFFTHCFGHDIPQYIHIFLANLYVVVPPTLNPVIYGVRTKHI.... Result: 0 (the proteins do not interact). (7) Protein 2 (ENSG00000169288) has sequence MAAAVRCMGRALIHHQRHSLSKMVYQTSLCSCSVNIRVPNRHFAAATKSAKKTKKGAKEKTPDEKKDEIEKIKAYPYMEGEPEDDVYLKRLYPRQIYEVEKAVHLLKKFQILDFTSPKQSVYLDLTLDMALGKKKNVEPFTSVLSLPYPFASEINKVAVFTENASEVKIAEENGAAFAGGTSLIQKIWDDEIVADFYVAVPEIMPELNRLRKKLNKKYPKLSRNSIGRDIPKMLELFKNGHEIKVDEERENFLQTKIATLDMSSDQIAANLQAVINEVCRHRPLNLGPFVVRAFLRSSTS.... Result: 0 (the proteins do not interact). Protein 1 (ENSG00000185002) has sequence MAKVPELEDTFLQAQPAPQLSPGIQEDCCVQLLGKGLLVYPEETVYLAAEGQPGGEQGGGEKGEDPELPGAVKSEMHLNNGNFSSEEEDADNHDSKTKAADQYLSQKKTITQIVKDKKKQTQLTLQWLEENYIVCEGVCLPRCILYAHYLDFCRKEKLEPACAATFGKTIRQKFPLLTTRRLGTRGHSKYHYYGIGIKESSAYYHSVYSGKGLTRFSGSKLKNEGGFTRKYSLSSKTGTLLPEFPSAQHLVYQGCISKDKVDTLIMMYKTHCQCILDNAINGNFEEIQHFLLHFWQGMPD....